From a dataset of Reaction yield outcomes from USPTO patents with 853,638 reactions. Predict the reaction yield, written as a fraction of the theoretical maximum amount of product (1.0 means a 100% yield; for example, 0.34 means a 34% yield). (1) The reactants are [N+:1]([C:4]1[CH:5]=[C:6]([CH:23]=[CH:24][CH:25]=1)[CH:7]=[C:8]1OC2C=CC=CC=2C[C:10]2[CH:19]=[CH:20][CH:21]=[CH:22][C:9]1=2)([O-])=O.[OH2:26].O.[Sn](Cl)(Cl)(Cl)Cl.[C:33]1([CH3:39])[CH:38]=[CH:37][CH:36]=[CH:35][CH:34]=1. The catalyst is C(O)C.C(OCC)(=O)C. The product is [CH:22]1[C:9]2[C:8](=[CH:7][C:6]3[CH:5]=[C:4]([NH2:1])[CH:25]=[CH:24][CH:23]=3)[C:34]3[CH:35]=[CH:36][CH:37]=[CH:38][C:33]=3[CH2:39][O:26][C:10]=2[CH:19]=[CH:20][CH:21]=1. The yield is 0.560. (2) The reactants are [Cl:1][C:2]1[CH:3]=[N+:4]([O-:27])[CH:5]=[C:6]([Cl:26])[C:7]=1[CH2:8][C@@H:9]([C:11]1[CH:16]=[CH:15][C:14]([O:17][CH:18]([F:20])[F:19])=[C:13]([O:21][CH2:22][CH:23]2[CH2:25][CH2:24]2)[CH:12]=1)[OH:10].[C:28]([O:32][C:33]([NH:35][CH2:36][C:37](O)=[O:38])=[O:34])([CH3:31])([CH3:30])[CH3:29].C(Cl)CCl. The catalyst is CN(C=O)C.CN(C1C=CN=CC=1)C.O. The product is [C:28]([O:32][C:33]([NH:35][CH2:36][C:37]([O:10][C@H:9]([C:11]1[CH:16]=[CH:15][C:14]([O:17][CH:18]([F:20])[F:19])=[C:13]([O:21][CH2:22][CH:23]2[CH2:25][CH2:24]2)[CH:12]=1)[CH2:8][C:7]1[C:6]([Cl:26])=[CH:5][N+:4]([O-:27])=[CH:3][C:2]=1[Cl:1])=[O:38])=[O:34])([CH3:31])([CH3:30])[CH3:29]. The yield is 0.740. (3) The reactants are C(OC([N:8]1[CH2:13][CH2:12][C:11](=[CH:14][C:15]2[CH:20]=[CH:19][C:18]([CH:21](C(OC)=O)[C:22](OC)=[O:23])=[C:17]([N+:30]([O-])=O)[CH:16]=2)[CH2:10][CH2:9]1)=O)(C)(C)C.[Sn].Cl. The catalyst is C(O)C. The product is [NH:8]1[CH2:13][CH2:12][C:11](=[CH:14][C:15]2[CH:16]=[C:17]3[C:18]([CH2:21][C:22](=[O:23])[NH:30]3)=[CH:19][CH:20]=2)[CH2:10][CH2:9]1. The yield is 0.810. (4) The reactants are [CH3:1][S:2][C:3]1[S:7][C:6]2=[N:8][C:9]([C:11]([OH:13])=O)=[CH:10][N:5]2[N:4]=1.C(Cl)(=O)C([Cl:17])=O. The catalyst is C(Cl)Cl.CN(C=O)C. The yield is 1.00. The product is [CH3:1][S:2][C:3]1[S:7][C:6]2=[N:8][C:9]([C:11]([Cl:17])=[O:13])=[CH:10][N:5]2[N:4]=1.